This data is from Peptide-MHC class I binding affinity with 185,985 pairs from IEDB/IMGT. The task is: Regression. Given a peptide amino acid sequence and an MHC pseudo amino acid sequence, predict their binding affinity value. This is MHC class I binding data. (1) The peptide sequence is YSLAGSSPF. The MHC is HLA-A26:02 with pseudo-sequence HLA-A26:02. The binding affinity (normalized) is 0.0847. (2) The peptide sequence is ASDDLEHWQ. The MHC is HLA-A30:01 with pseudo-sequence HLA-A30:01. The binding affinity (normalized) is 0.0847. (3) The peptide sequence is YNEENDNKL. The MHC is H-2-Db with pseudo-sequence H-2-Db. The binding affinity (normalized) is 0.0641.